Task: Predict the reactants needed to synthesize the given product.. Dataset: Full USPTO retrosynthesis dataset with 1.9M reactions from patents (1976-2016) (1) Given the product [Cl:9][C:4]1[CH:5]=[C:6]([NH2:8])[CH:7]=[C:2]([O:16][CH2:15][CH2:14][N:13]([CH3:17])[CH3:12])[N:3]=1, predict the reactants needed to synthesize it. The reactants are: Cl[C:2]1[CH:7]=[C:6]([NH2:8])[CH:5]=[C:4]([Cl:9])[N:3]=1.[H-].[Na+].[CH3:12][N:13]([CH3:17])[CH2:14][CH2:15][OH:16]. (2) Given the product [Cl:32][C:29]1[CH:30]=[CH:31][C:26]([NH:1][CH2:2][C@@H:3]2[CH2:8][C:7]([F:10])([F:9])[CH2:6][CH2:5][N:4]2[C:11]([C:13]2[CH:18]=[C:17]([CH3:19])[CH:16]=[CH:15][C:14]=2[N:20]2[N:24]=[CH:23][CH:22]=[N:21]2)=[O:12])=[N:27][CH:28]=1, predict the reactants needed to synthesize it. The reactants are: [NH2:1][CH2:2][CH:3]1[CH2:8][C:7]([F:10])([F:9])[CH2:6][CH2:5][N:4]1[C:11]([C:13]1[CH:18]=[C:17]([CH3:19])[CH:16]=[CH:15][C:14]=1[N:20]1[N:24]=[CH:23][CH:22]=[N:21]1)=[O:12].Br[C:26]1[CH:31]=[CH:30][C:29]([Cl:32])=[CH:28][N:27]=1. (3) Given the product [Br:15][C:16]1[N:17]=[CH:18][C:19]2[NH:33][C@@H:34]([CH3:37])[CH2:35][N:22]([S:23]([C:26]3[CH:31]=[CH:30][C:29]([CH3:32])=[CH:28][CH:27]=3)(=[O:25])=[O:24])[C:20]=2[CH:21]=1, predict the reactants needed to synthesize it. The reactants are: N(C(OC(C)C)=O)=NC(OC(C)C)=O.[Br:15][C:16]1[CH:21]=[C:20]([NH:22][S:23]([C:26]2[CH:31]=[CH:30][C:29]([CH3:32])=[CH:28][CH:27]=2)(=[O:25])=[O:24])[C:19]([NH:33][C@@H:34]([CH3:37])[CH2:35]O)=[CH:18][N:17]=1.C1(P(C2C=CC=CC=2)C2C=CC=CC=2)C=CC=CC=1. (4) Given the product [N:1]1[C:10]2[NH:9][C:8]3[CH:11]=[C:12]([C:15]([N:34]4[CH2:39][CH2:38][CH:37]([CH2:40][CH2:41][CH:42]([CH3:48])[C:43]([O:45][CH2:46][CH3:47])=[O:44])[CH2:36][CH2:35]4)=[O:17])[CH:13]=[CH:14][C:7]=3[S:6][C:5]=2[N:4]=[CH:3][CH:2]=1, predict the reactants needed to synthesize it. The reactants are: [N:1]1[C:10]2[NH:9][C:8]3[CH:11]=[C:12]([C:15]([OH:17])=O)[CH:13]=[CH:14][C:7]=3[S:6][C:5]=2[N:4]=[CH:3][CH:2]=1.C(N(CC)CC)C.P(Cl)(OCC)(OCC)=O.[NH:34]1[CH2:39][CH2:38][CH:37]([CH2:40][CH2:41][CH:42]([CH3:48])[C:43]([O:45][CH2:46][CH3:47])=[O:44])[CH2:36][CH2:35]1. (5) Given the product [OH:1][C@H:2]1[CH2:11][CH2:10][CH2:9][C:8]2[CH:7]=[C:6]([C:12]#[N:13])[CH:5]=[CH:4][C:3]1=2, predict the reactants needed to synthesize it. The reactants are: [O:1]=[C:2]1[CH2:11][CH2:10][CH2:9][C:8]2[CH:7]=[C:6]([C:12]#[N:13])[CH:5]=[CH:4][C:3]1=2.CO.C(Cl)(=O)C. (6) Given the product [O:9]1[C:14]2[CH:27]=[CH:22][C:23]([C:6]3[CH:5]=[CH:4][N:3]=[C:2]([Cl:1])[N:7]=3)=[CH:24][C:13]=2[O:12][CH2:11]1, predict the reactants needed to synthesize it. The reactants are: [Cl:1][C:2]1[N:7]=[C:6](Cl)[CH:5]=[CH:4][N:3]=1.[O:9]1[CH2:14][CH2:13][O:12][CH2:11]C1.[O-]S([O-])(=O)=O.[Na+].[Na+].[C:22]1(C)[CH:27]=CC=[CH:24][CH:23]=1.